Dataset: hERG Central: cardiac toxicity at 1µM, 10µM, and general inhibition. Task: Predict hERG channel inhibition at various concentrations. (1) The drug is O=C(NCc1ccco1)c1ccc(Br)c(S(=O)(=O)N2CCCCC2)c1. Results: hERG_inhib (hERG inhibition (general)): blocker. (2) The molecule is CC(NC(=O)c1ccc(N(C)C)c([N+](=O)[O-])c1)c1ccc(-n2ccnc2)cc1. Results: hERG_inhib (hERG inhibition (general)): blocker.